Dataset: Forward reaction prediction with 1.9M reactions from USPTO patents (1976-2016). Task: Predict the product of the given reaction. (1) Given the reactants [F:1][C:2]([F:13])([F:12])[C:3]1[N:7]2[CH:8]=[CH:9][N:10]=[CH:11][C:6]2=[N:5][N:4]=1.[OH:14]O, predict the reaction product. The product is: [F:13][C:2]([F:12])([F:1])[C:3]1[N:7]2[CH:8]=[CH:9][N+:10]([O-:14])=[CH:11][C:6]2=[N:5][N:4]=1. (2) Given the reactants [NH:1]1[CH2:6][CH2:5][O:4][CH2:3][CH2:2]1.[CH3:7][O:8][C:9]1[CH:16]=[CH:15][CH:14]=[CH:13][C:10]=1[CH:11]=O.C([Cl:20])(=O)C, predict the reaction product. The product is: [Cl-:20].[CH3:7][O:8][C:9]1[CH:16]=[CH:15][CH:14]=[CH:13][C:10]=1[CH:11]=[N+:1]1[CH2:6][CH2:5][O:4][CH2:3][CH2:2]1. (3) The product is: [CH:1]1([CH2:4][O:5][C:6]2[CH:7]=[C:8]([CH:13]=[CH:14][C:15]=2[CH:16]=[O:17])[C:9]([OH:11])=[O:10])[CH2:3][CH2:2]1. Given the reactants [CH:1]1([CH2:4][O:5][C:6]2[CH:7]=[C:8]([CH:13]=[CH:14][C:15]=2[CH:16]=[O:17])[C:9]([O:11]C)=[O:10])[CH2:3][CH2:2]1.Cl, predict the reaction product. (4) Given the reactants [CH:1]([C:4]1[CH:43]=[CH:42][C:7]([O:8][CH:9]([CH2:15][C:16]2[CH:21]=[CH:20][C:19]([O:22][CH2:23][CH2:24][NH:25][C:26]([C:28]3[CH:33]=[CH:32][C:31]([C:34]4[CH:39]=[CH:38][C:37]([O:40][CH3:41])=[CH:36][CH:35]=4)=[CH:30][CH:29]=3)=[O:27])=[CH:18][CH:17]=2)[C:10]([O:12]CC)=[O:11])=[CH:6][CH:5]=1)([CH3:3])[CH3:2].[OH-].[Na+], predict the reaction product. The product is: [CH:1]([C:4]1[CH:5]=[CH:6][C:7]([O:8][CH:9]([CH2:15][C:16]2[CH:21]=[CH:20][C:19]([O:22][CH2:23][CH2:24][NH:25][C:26]([C:28]3[CH:33]=[CH:32][C:31]([C:34]4[CH:35]=[CH:36][C:37]([O:40][CH3:41])=[CH:38][CH:39]=4)=[CH:30][CH:29]=3)=[O:27])=[CH:18][CH:17]=2)[C:10]([OH:12])=[O:11])=[CH:42][CH:43]=1)([CH3:3])[CH3:2]. (5) Given the reactants [C:1](=[O:19])([O:12][CH:13]1[CH2:18][CH2:17][O:16][CH2:15][CH2:14]1)OC1C=CC([N+]([O-])=O)=CC=1.[NH2:20][CH2:21][C@H:22]1[CH2:27][CH2:26][C@H:25]([CH2:28][NH:29][C:30]([C:32]2[C:41]3[C:36](=[CH:37][CH:38]=[CH:39][CH:40]=3)[N:35]=[C:34]([C:42]3[CH:43]=[N:44][C:45]([N:48]4[CH2:53][CH2:52][N:51]([CH3:54])[CH2:50][CH2:49]4)=[CH:46][CH:47]=3)[CH:33]=2)=[O:31])[CH2:24][CH2:23]1, predict the reaction product. The product is: [CH3:54][N:51]1[CH2:50][CH2:49][N:48]([C:45]2[N:44]=[CH:43][C:42]([C:34]3[CH:33]=[C:32]([C:30]([NH:29][CH2:28][C@H:25]4[CH2:26][CH2:27][C@H:22]([CH2:21][NH:20][C:1](=[O:19])[O:12][CH:13]5[CH2:14][CH2:15][O:16][CH2:17][CH2:18]5)[CH2:23][CH2:24]4)=[O:31])[C:41]4[C:36](=[CH:37][CH:38]=[CH:39][CH:40]=4)[N:35]=3)=[CH:47][CH:46]=2)[CH2:53][CH2:52]1.